This data is from Full USPTO retrosynthesis dataset with 1.9M reactions from patents (1976-2016). The task is: Predict the reactants needed to synthesize the given product. Given the product [Cl:12][C:11]1[CH:10]=[CH:9][C:4]([C:5]([O:7][CH3:8])=[O:6])=[C:3]([NH:13][CH2:14][CH2:15][CH2:16][OH:17])[C:2]=1[NH:1][C:26](=[S:27])[NH:25][C:22]1[CH:23]=[CH:24][C:19]([Cl:18])=[CH:20][C:21]=1[C:28]([F:29])([F:30])[F:31], predict the reactants needed to synthesize it. The reactants are: [NH2:1][C:2]1[C:3]([NH:13][CH2:14][CH2:15][CH2:16][OH:17])=[C:4]([CH:9]=[CH:10][C:11]=1[Cl:12])[C:5]([O:7][CH3:8])=[O:6].[Cl:18][C:19]1[CH:24]=[CH:23][C:22]([N:25]=[C:26]=[S:27])=[C:21]([C:28]([F:31])([F:30])[F:29])[CH:20]=1.